From a dataset of Reaction yield outcomes from USPTO patents with 853,638 reactions. Predict the reaction yield, written as a fraction of the theoretical maximum amount of product (1.0 means a 100% yield; for example, 0.34 means a 34% yield). (1) The reactants are O[CH2:2][C:3]1[N:7]([CH3:8])[C:6]2[CH:9]=[CH:10][CH:11]=[CH:12][C:5]=2[N:4]=1.S(Cl)([Cl:15])=O. No catalyst specified. The product is [Cl:15][CH2:2][C:3]1[N:7]([CH3:8])[C:6]2[CH:9]=[CH:10][CH:11]=[CH:12][C:5]=2[N:4]=1. The yield is 0.360. (2) The reactants are [CH3:1][P:2](=[O:7])([CH:5]=[CH2:6])[CH:3]=[CH2:4].[CH2:8]([NH2:15])[C:9]1[CH:14]=[CH:13][CH:12]=[CH:11][CH:10]=1. The catalyst is C1COCC1.O. The product is [CH2:8]([N:15]1[CH2:6][CH2:5][P:2](=[O:7])([CH3:1])[CH2:3][CH2:4]1)[C:9]1[CH:14]=[CH:13][CH:12]=[CH:11][CH:10]=1. The yield is 0.700. (3) The reactants are Cl[C:2]1[CH:11]=[CH:10][C:5]([C:6]([O:8][CH3:9])=[O:7])=[C:4]([N+:12]([O-:14])=[O:13])[CH:3]=1.[F:15][C:16]1[CH:17]=[C:18](B(O)O)[CH:19]=[CH:20][C:21]=1[F:22].[F-].[Cs+]. The catalyst is CC#N.O.C(OCC)(=O)C. The product is [F:15][C:16]1[CH:17]=[C:18]([C:2]2[CH:11]=[CH:10][C:5]([C:6]([O:8][CH3:9])=[O:7])=[C:4]([N+:12]([O-:14])=[O:13])[CH:3]=2)[CH:19]=[CH:20][C:21]=1[F:22]. The yield is 0.830.